Dataset: Full USPTO retrosynthesis dataset with 1.9M reactions from patents (1976-2016). Task: Predict the reactants needed to synthesize the given product. (1) Given the product [CH2:39]([O:38][C:36]([C:35]1[C:34]([C:31]2[CH:32]=[CH:33][N:28]=[CH:29][CH:30]=2)=[C:15]([C:16]2[CH:17]=[CH:18][C:19]([F:22])=[CH:20][CH:21]=2)[NH:23][CH:24]=1)=[O:37])[CH3:40], predict the reactants needed to synthesize it. The reactants are: C([Li])CCC.C1(C)C=CC(S([CH:15]([N+:23]#[C-:24])[C:16]2[CH:21]=[CH:20][C:19]([F:22])=[CH:18][CH:17]=2)(=O)=O)=CC=1.[Br-].[Li+].[N:28]1[CH:33]=[CH:32][C:31]([CH:34]=[CH:35][C:36]([O:38][CH2:39][CH3:40])=[O:37])=[CH:30][CH:29]=1. (2) Given the product [C:25]([C:18]1[C:19](=[O:24])[C:20]([O:22][CH3:23])=[CH:21][N:16]([C:6]2[CH:7]=[CH:8][C:9]([N:11]3[CH:15]=[CH:14][CH:13]=[N:12]3)=[CH:10][C:5]=2[F:4])[N:17]=1)(=[O:26])[CH3:1], predict the reactants needed to synthesize it. The reactants are: [CH3:1][Mg+].[Br-].[F:4][C:5]1[CH:10]=[C:9]([N:11]2[CH:15]=[CH:14][CH:13]=[N:12]2)[CH:8]=[CH:7][C:6]=1[N:16]1[CH:21]=[C:20]([O:22][CH3:23])[C:19](=[O:24])[C:18]([C:25](N(OC)C)=[O:26])=[N:17]1. (3) Given the product [CH2:1]([O:7][C:8]1[CH:34]=[CH:33][C:11]([C:12]([O:32][CH2:44][C@H:43]2[O:46][C@@H:39]([N:47]3[CH:55]=[C:53]([CH3:54])[C:51](=[O:52])[NH:50][C:48]3=[O:49])[CH2:40][C@@H:41]2[OH:42])([C:26]2[CH:31]=[CH:30][CH:29]=[CH:28][CH:27]=2)[C:13]2[CH:18]=[CH:17][C:16]([O:19][CH2:20][CH2:21][CH:22]=[CH:23][CH:24]=[CH2:25])=[CH:15][CH:14]=2)=[CH:10][CH:9]=1)[CH2:2][CH:3]=[CH:4][CH:5]=[CH2:6], predict the reactants needed to synthesize it. The reactants are: [CH2:1]([O:7][C:8]1[CH:34]=[CH:33][C:11]([C:12]([OH:32])([C:26]2[CH:31]=[CH:30][CH:29]=[CH:28][CH:27]=2)[C:13]2[CH:18]=[CH:17][C:16]([O:19][CH2:20][CH2:21][CH:22]=[CH:23][CH:24]=[CH2:25])=[CH:15][CH:14]=2)=[CH:10][CH:9]=1)[CH2:2][CH:3]=[CH:4][CH:5]=[CH2:6].C(Cl)(=O)C.[C@@H:39]1([N:47]2[CH:55]=[C:53]([CH3:54])[C:51](=[O:52])[NH:50][C:48]2=[O:49])[O:46][C@H:43]([CH2:44]O)[C@@H:41]([OH:42])[CH2:40]1.CN(C1N=CC=CN=1)C.